From a dataset of Forward reaction prediction with 1.9M reactions from USPTO patents (1976-2016). Predict the product of the given reaction. (1) The product is: [O:23]1[C@@H:18]([CH2:17][N:16]2[CH2:15][CH2:14][N:8]([C:7]3[CH:9]=[CH:10][CH:11]=[CH:12][C:6]=3[C:2]3[O:1][CH:5]=[CH:4][CH:3]=3)[CH2:29][CH2:28]2)[CH2:19][O:20][C:21]2[CH:27]=[CH:26][CH:25]=[CH:24][C:22]1=2. Given the reactants [O:1]1[CH:5]=[CH:4][CH:3]=[C:2]1[C:6]1[CH:12]=[CH:11][CH:10]=[CH:9][C:7]=1[NH2:8].Cl[CH2:14][CH2:15][N:16]([CH2:28][CH2:29]Cl)[CH2:17][C@@H:18]1[O:23][C:22]2[CH:24]=[CH:25][CH:26]=[CH:27][C:21]=2[O:20][CH2:19]1, predict the reaction product. (2) Given the reactants [Si](O[CH2:19][C:20](=[O:28])[CH:21]([Cl:27])[C:22]([O:24][CH2:25][CH3:26])=[O:23])(C(C)(C)C)(C1C=CC=CC=1)C1C=CC=CC=1.FC(F)(F)[C:31]1[CH:39]=[CH:38][C:34]([C:35](N)=S)=[CH:33][CH:32]=1.ClCCCl.O, predict the reaction product. The product is: [Cl:27][CH:21]([C:20](=[O:28])[CH2:19][CH2:35][C:34]1[CH:33]=[CH:32][CH:31]=[CH:39][CH:38]=1)[C:22]([O:24][CH2:25][CH3:26])=[O:23]. (3) Given the reactants [Cl:1][C:2]1[C:11]([Cl:12])=[CH:10][CH:9]=[C:8]2[C:3]=1[CH:4]=[C:5]([N:13]=[C:14]=S)[N:6]=[CH:7]2.C(=O)([O-])[O-].[Cs+].[Cs+].Cl.Cl.[NH2:24][CH2:25][C@@:26]1([OH:34])[CH:31]2[CH2:32][CH2:33][N:28]([CH2:29][CH2:30]2)[CH2:27]1.C(N=C=NC(C)C)(C)C, predict the reaction product. The product is: [Cl:1][C:2]1[C:11]([Cl:12])=[CH:10][CH:9]=[C:8]2[C:3]=1[CH:4]=[C:5]([NH:13][C:14]1[O:34][C@:26]3([CH2:25][N:24]=1)[CH:31]1[CH2:32][CH2:33][N:28]([CH2:29][CH2:30]1)[CH2:27]3)[N:6]=[CH:7]2. (4) Given the reactants C([O:8][C:9]1[CH:18]=[C:17]2[C:12]([C:13]([O:19][C:20]3[CH:21]=[C:22]([NH:26][C:27]([NH:29][C:30]4[CH:34]=[C:33]([C:35]([CH3:38])([CH3:37])[CH3:36])[O:32][N:31]=4)=[O:28])[CH:23]=[CH:24][CH:25]=3)=[N:14][CH:15]=[N:16]2)=[CH:11][CH:10]=1)C1C=CC=CC=1.FC(F)(F)C(O)=O, predict the reaction product. The product is: [C:35]([C:33]1[O:32][N:31]=[C:30]([NH:29][C:27]([NH:26][C:22]2[CH:23]=[CH:24][CH:25]=[C:20]([O:19][C:13]3[C:12]4[C:17](=[CH:18][C:9]([OH:8])=[CH:10][CH:11]=4)[N:16]=[CH:15][N:14]=3)[CH:21]=2)=[O:28])[CH:34]=1)([CH3:38])([CH3:36])[CH3:37]. (5) Given the reactants Br[C:2]1[CH:3]=[CH:4][C:5]2[O:11][CH2:10][CH2:9][N:8]3[CH:12]=[C:13]([C:15]([NH2:17])=[O:16])[N:14]=[C:7]3[C:6]=2[CH:18]=1.[S:19]1[CH:23]=[N:22][N:21]=[C:20]1[C:24]([OH:28])([C:26]#[CH:27])[CH3:25], predict the reaction product. The product is: [OH:28][C:24]([C:20]1[S:19][CH:23]=[N:22][N:21]=1)([CH3:25])[C:26]#[C:27][C:2]1[CH:3]=[CH:4][C:5]2[O:11][CH2:10][CH2:9][N:8]3[CH:12]=[C:13]([C:15]([NH2:17])=[O:16])[N:14]=[C:7]3[C:6]=2[CH:18]=1. (6) Given the reactants [CH2:1]([NH:8][CH2:9][CH2:10][CH:11]=[CH2:12])[C:2]1[CH:7]=[CH:6][CH:5]=[CH:4][CH:3]=1.[OH2:13].[C:14]([OH:18])(=[O:17])[CH:15]=O, predict the reaction product. The product is: [CH2:1]([N:8]1[CH2:9][CH2:10][CH:11]([OH:13])[CH2:12][CH:15]1[C:14]([OH:18])=[O:17])[C:2]1[CH:7]=[CH:6][CH:5]=[CH:4][CH:3]=1.